Predict which catalyst facilitates the given reaction. From a dataset of Catalyst prediction with 721,799 reactions and 888 catalyst types from USPTO. Reactant: [Br:1][C:2]1[C:10]([N+:11]([O-:13])=[O:12])=[CH:9][CH:8]=[CH:7][C:3]=1[C:4]([O-:6])=[O:5].[C:14](=O)([O-])[O-].[Na+].[Na+].CI.O. Product: [Br:1][C:2]1[C:10]([N+:11]([O-:13])=[O:12])=[CH:9][CH:8]=[CH:7][C:3]=1[C:4]([O:6][CH3:14])=[O:5]. The catalyst class is: 85.